From a dataset of Forward reaction prediction with 1.9M reactions from USPTO patents (1976-2016). Predict the product of the given reaction. (1) The product is: [NH2:30][C:2]1([CH3:1])[CH2:20][C:19]2[CH:21]=[C:15]([CH:16]=[CH:17][CH:18]=2)[CH2:14][CH:13]=[CH:12][CH2:11][C:10]2=[CH:22][C:6](=[CH:7][C:8]([N:23]([CH3:28])[S:24]([CH3:27])(=[O:26])=[O:25])=[N:9]2)[CH2:5][O:4][C:3]1=[O:29].[NH2:30][C:2]1([CH3:1])[CH2:20][C:19]2[CH:21]=[C:15]([CH:16]=[CH:17][CH:18]=2)[CH2:14][CH:13]=[CH:12][CH2:11][C:10]2=[CH:22][C:6](=[CH:7][C:8]([N:23]([CH3:28])[S:24]([CH3:27])(=[O:26])=[O:25])=[N:9]2)[CH2:5][O:4][C:3]1=[O:29]. Given the reactants [CH3:1][C:2]1([NH:30]C(=O)OC(C)(C)C)[CH2:20][C:19]2[CH:21]=[C:15]([CH:16]=[CH:17][CH:18]=2)[CH2:14][CH:13]=[CH:12][CH2:11][C:10]2=[CH:22][C:6](=[CH:7][C:8]([N:23]([CH3:28])[S:24]([CH3:27])(=[O:26])=[O:25])=[N:9]2)[CH2:5][O:4][C:3]1=[O:29], predict the reaction product. (2) Given the reactants [H-].[Na+].I[CH:4]([CH3:6])[CH3:5].[N+:7]([C:10]1[CH:11]=[N:12][CH:13]=[CH:14][C:15]=1[N:16]1[CH2:21][CH2:20][N:19]2[CH2:22][CH2:23][NH:24][C:25](=[O:26])[CH:18]2[CH2:17]1)([O-:9])=[O:8], predict the reaction product. The product is: [CH:4]([N:24]1[CH2:23][CH2:22][N:19]2[CH2:20][CH2:21][N:16]([C:15]3[CH:14]=[CH:13][N:12]=[CH:11][C:10]=3[N+:7]([O-:9])=[O:8])[CH2:17][CH:18]2[C:25]1=[O:26])([CH3:6])[CH3:5].